From a dataset of Reaction yield outcomes from USPTO patents with 853,638 reactions. Predict the reaction yield, written as a fraction of the theoretical maximum amount of product (1.0 means a 100% yield; for example, 0.34 means a 34% yield). (1) The reactants are [CH2:1]([NH:5][C:6](=[O:18])[C@@H:7]([NH:10]C(=O)OC(C)(C)C)[CH2:8][CH3:9])[CH:2]([CH3:4])[CH3:3]. The catalyst is C(Cl)Cl.FC(F)(F)C(O)=O. The product is [NH2:10][C@@H:7]([CH2:8][CH3:9])[C:6]([NH:5][CH2:1][CH:2]([CH3:3])[CH3:4])=[O:18]. The yield is 0.960. (2) The reactants are [CH3:1][O:2][C:3]1[CH:4]=[CH:5][C:6]2[C:12]([CH3:14])([CH3:13])[CH2:11][CH2:10][C:9](=[O:15])[NH:8][C:7]=2[CH:16]=1.FC(F)(F)C(OC(=O)C(F)(F)F)=O.[N+:30]([O-:33])([O-:32])=[O:31].[K+]. The catalyst is C(#N)C. The product is [CH3:1][O:2][C:3]1[CH:4]=[CH:5][C:6]2[C:12]([CH3:14])([CH3:13])[CH2:11][CH2:10][C:9](=[O:15])[NH:8][C:7]=2[C:16]=1[N+:30]([O-:32])=[O:31].[CH3:1][O:2][C:3]1[C:4]([N+:30]([O-:33])=[O:31])=[CH:5][C:6]2[C:12]([CH3:14])([CH3:13])[CH2:11][CH2:10][C:9](=[O:15])[NH:8][C:7]=2[CH:16]=1. The yield is 0.420. (3) The reactants are C[C:2]1[O:3][C:4](=O)[C:5]2[CH:11]=[CH:10][CH:9]=[CH:8][C:6]=2[N:7]=1.FC(F)(F)[C:15]1[CH:16]=[C:17]([CH:19]=[CH:20][CH:21]=1)[NH2:18]. The catalyst is CCOC(C)=O.CCCCCC. The product is [C:17]1([N:18]2[CH:4]=[C:5]3[C:6]([CH:8]=[CH:9][CH:10]=[CH:11]3)=[N:7][C:2]2=[O:3])[CH:19]=[CH:20][CH:21]=[CH:15][CH:16]=1. The yield is 0.560. (4) The reactants are [Cl:1][C:2]1[C:10]2[O:9][CH2:8][O:7][C:6]=2[CH:5]=[C:4]([CH2:11]Cl)[CH:3]=1.[C-:13]#[N:14].[Na+].O. The catalyst is CS(C)=O. The product is [Cl:1][C:2]1[C:10]2[O:9][CH2:8][O:7][C:6]=2[CH:5]=[C:4]([CH2:11][C:13]#[N:14])[CH:3]=1. The yield is 0.580. (5) The reactants are Cl.O1CCOCC1.[Si]([O:15][C@H:16]1[CH2:20][CH2:19][N:18]([CH2:21][C:22]2[CH:27]=[CH:26][C:25]([CH:28]([F:30])[F:29])=[CH:24][CH:23]=2)[C:17]1=[O:31])(C(C)(C)C)(C)C. The catalyst is ClCCl. The product is [F:30][CH:28]([F:29])[C:25]1[CH:24]=[CH:23][C:22]([CH2:21][N:18]2[CH2:19][CH2:20][C@H:16]([OH:15])[C:17]2=[O:31])=[CH:27][CH:26]=1. The yield is 1.00. (6) The reactants are [O:1]1[CH2:6][CH2:5][CH:4]([OH:7])[CH2:3][CH2:2]1.[CH3:8][S:9](Cl)(=[O:11])=[O:10]. The catalyst is C(Cl)Cl. The product is [CH3:8][S:9]([O:7][CH:4]1[CH2:5][CH2:6][O:1][CH2:2][CH2:3]1)(=[O:11])=[O:10]. The yield is 1.00. (7) The reactants are [CH2:1]([O:8][C:9]([N:11]1[CH2:16][CH2:15][CH:14]([C:17]2[NH:18][C:19]([C:30]3[CH:35]=[CH:34][C:33]([O:36][CH3:37])=[CH:32][CH:31]=3)=[C:20]([C:22]3[CH:27]=[CH:26][C:25]([O:28][CH3:29])=[CH:24][CH:23]=3)[CH:21]=2)[CH2:13][CH2:12]1)=[O:10])[C:2]1[CH:7]=[CH:6][CH:5]=[CH:4][CH:3]=1.[H-].[Na+].Br[CH2:41][C:42]([O:44][C:45]([CH3:48])([CH3:47])[CH3:46])=[O:43].[Cl-].[NH4+]. The catalyst is CN(C)C=O. The product is [CH2:1]([O:8][C:9]([N:11]1[CH2:12][CH2:13][CH:14]([C:17]2[N:18]([CH2:41][C:42]([O:44][C:45]([CH3:48])([CH3:47])[CH3:46])=[O:43])[C:19]([C:30]3[CH:35]=[CH:34][C:33]([O:36][CH3:37])=[CH:32][CH:31]=3)=[C:20]([C:22]3[CH:27]=[CH:26][C:25]([O:28][CH3:29])=[CH:24][CH:23]=3)[CH:21]=2)[CH2:15][CH2:16]1)=[O:10])[C:2]1[CH:7]=[CH:6][CH:5]=[CH:4][CH:3]=1. The yield is 0.710.